Dataset: Reaction yield outcomes from USPTO patents with 853,638 reactions. Task: Predict the reaction yield, written as a fraction of the theoretical maximum amount of product (1.0 means a 100% yield; for example, 0.34 means a 34% yield). (1) The reactants are Cl[CH2:2][C:3]1[CH:4]=[C:5]2[C:9](=[CH:10][CH:11]=1)[CH2:8][CH2:7][CH2:6]2.[C-:12]#[N:13].[Na+]. The catalyst is CS(C)=O. The product is [CH2:8]1[C:9]2[C:5](=[CH:4][C:3]([CH2:2][C:12]#[N:13])=[CH:11][CH:10]=2)[CH2:6][CH2:7]1. The yield is 0.970. (2) The reactants are [Cl:1][C:2]1[C:3]2[C:8]([N:9]=[C:10]3[C:15]=1[CH:14]=[CH:13][CH:12]=[CH:11]3)=[CH:7][CH:6]=[CH:5][CH:4]=2.C1(O)C=CC=CC=1.[CH2:23]([NH2:26])[CH2:24][NH2:25]. The catalyst is [OH-].[Na+]. The product is [ClH:1].[CH:4]1[C:3]2[C:8](=[N:9][C:10]3[C:15]([C:2]=2[NH:25][CH2:24][CH2:23][NH2:26])=[CH:14][CH:13]=[CH:12][CH:11]=3)[CH:7]=[CH:6][CH:5]=1. The yield is 0.530. (3) The reactants are [CH2:1]([C@H:6]1[CH2:8][C@H:7]1[CH2:9][C@@H:10]1[CH2:12][C@H:11]1[CH2:13][CH2:14][CH2:15][CH2:16][CH2:17][CH2:18][CH2:19][CH2:20][OH:21])[CH2:2][CH2:3][CH2:4][CH3:5].C([C@H]1C[C@H]1C[C@H]1C[C@@H]1CCCCCCCC[OH:42])CCCC. No catalyst specified. The product is [CH2:1]([C@H:6]1[CH2:8][C@H:7]1[CH2:9][C@H:10]1[CH2:12][C@@H:11]1[CH2:13][CH2:14][CH2:15][CH2:16][CH2:17][CH2:18][CH2:19][C:20]([OH:42])=[O:21])[CH2:2][CH2:3][CH2:4][CH3:5]. The yield is 0.200. (4) The reactants are C([O:5][C:6](=[O:20])[CH2:7][C:8]1([OH:19])[CH2:11][N:10]([C:12]([O:14][C:15]([CH3:18])([CH3:17])[CH3:16])=[O:13])[CH2:9]1)(C)(C)C.Cl.[OH-].[Na+].O(C(OC(C)(C)C)=O)C(OC(C)(C)C)=O. The product is [C:12]([N:10]1[CH2:9][C:8]([CH2:7][C:6]([OH:20])=[O:5])([OH:19])[CH2:11]1)([O:14][C:15]([CH3:18])([CH3:17])[CH3:16])=[O:13]. The yield is 0.940. The catalyst is O1CCOCC1. (5) The reactants are Cl[C:2]1[C:3]2[CH:10]=[CH:9][N:8]([CH2:11][O:12][CH2:13][CH2:14][Si:15]([CH3:18])([CH3:17])[CH3:16])[C:4]=2[N:5]=[CH:6][N:7]=1.[S:19]1[CH:23]=[CH:22][N:21]=[CH:20]1.C([O-])(=O)C.[K+]. The catalyst is CN(C)C(=O)C. The product is [S:19]1[C:23]([C:2]2[C:3]3[CH:10]=[CH:9][N:8]([CH2:11][O:12][CH2:13][CH2:14][Si:15]([CH3:18])([CH3:17])[CH3:16])[C:4]=3[N:5]=[CH:6][N:7]=2)=[CH:22][N:21]=[CH:20]1. The yield is 0.640. (6) The product is [CH2:17]([O:1][C:2]1[CH:3]=[N:4][CH:5]=[C:6]([CH:10]=1)[C:7]([O:9][CH3:11])=[O:8])[C:18]1[CH:23]=[CH:22][CH:21]=[CH:20][CH:19]=1. The reactants are [OH:1][C:2]1[CH:3]=[N:4][CH:5]=[C:6]([CH:10]=1)[C:7]([OH:9])=[O:8].[C:11]([O-])([O-])=O.[K+].[K+].[CH2:17](Br)[C:18]1[CH:23]=[CH:22][CH:21]=[CH:20][CH:19]=1. The yield is 0.280. The catalyst is CN(C=O)C. (7) The reactants are C([O:8][C:9]1[CH:33]=[CH:32][C:12]([CH2:13][C:14]2[N:23]3[N:24]=[C:25]([NH2:27])[N:26]=[C:22]3[C:21]3[CH:20]=[CH:19][C:18]([NH:28][CH2:29][CH2:30][OH:31])=[CH:17][C:16]=3[N:15]=2)=[CH:11][C:10]=1[O:34][CH3:35])C1C=CC=CC=1.C(OC1C=CC(CC2N3N=C(N)N=C3C3C=CC(F)=CC=3N=2)=CC=1OC)C1C=CC=CC=1. No catalyst specified. The product is [NH2:27][C:25]1[N:26]=[C:22]2[N:23]([C:14]([CH2:13][C:12]3[CH:32]=[CH:33][C:9]([OH:8])=[C:10]([O:34][CH3:35])[CH:11]=3)=[N:15][C:16]3[CH:17]=[C:18]([NH:28][CH2:29][CH2:30][OH:31])[CH:19]=[CH:20][C:21]=32)[N:24]=1. The yield is 0.860. (8) The reactants are [CH3:1][C:2]1[CH:3]=[CH:4][C:5]2[N:9]=[N:8][NH:7][C:6]=2[CH:10]=1.[OH-].[Na+].[Cl:13][CH2:14][CH2:15][CH2:16]Br. The catalyst is [Br-].C([N+](CCCC)(CCCC)CCCC)CCC. The product is [Cl:13][CH2:14][CH2:15][CH2:16][N:7]1[C:6]2[CH:10]=[C:2]([CH3:1])[CH:3]=[CH:4][C:5]=2[N:9]=[N:8]1. The yield is 0.343.